From a dataset of Forward reaction prediction with 1.9M reactions from USPTO patents (1976-2016). Predict the product of the given reaction. (1) Given the reactants S(=O)(=O)(O)O.[CH:6]([O:11][CH3:12])(OC)OC.[Cl:13][C:14]1[CH:15]=[C:16]2[C:20](=[CH:21][CH:22]=1)[C:19](=[O:23])C[CH2:17]2.CC1C=CC(S(OI(O)C2C=CC=CC=2)(=O)=O)=CC=1, predict the reaction product. The product is: [Cl:13][C:14]1[CH:15]=[C:16]2[C:20](=[CH:21][CH:22]=1)[C:19](=[O:23])[CH:6]([O:11][CH3:12])[CH2:17]2. (2) Given the reactants [O:1]=[C:2]1[CH2:7][S:6][C:5]2[CH:8]=[CH:9][C:10]([CH:12]=[O:13])=[N:11][C:4]=2[NH:3]1.[OH:14]OS([O-])=O.[K+], predict the reaction product. The product is: [O:1]=[C:2]1[CH2:7][S:6][C:5]2[CH:8]=[CH:9][C:10]([C:12]([OH:14])=[O:13])=[N:11][C:4]=2[NH:3]1. (3) Given the reactants [C:1]1([CH2:7][CH2:8][CH2:9][NH2:10])C=CC=CC=1.[CH2:11]1[C:19]2[CH:18]=[CH:17][N:16]=[CH:15][C:14]=2[CH2:13][N:12]1[C:20]([NH:22][C:23]1[N:28]=[N:27][C:26]([C:29]([OH:31])=O)=[CH:25][CH:24]=1)=[O:21].C1C2C(=CC=CC=2)CN1[C:41](NC1C=CC(C(O)=O)=CC=1)=[O:42], predict the reaction product. The product is: [O:42]1[CH2:1][CH2:7][CH:8]([CH2:9][NH:10][C:29]([C:26]2[N:27]=[N:28][C:23]([NH:22][C:20]([N:12]3[CH2:11][C:19]4[CH:18]=[CH:17][N:16]=[CH:15][C:14]=4[CH2:13]3)=[O:21])=[CH:24][CH:25]=2)=[O:31])[CH2:41]1. (4) Given the reactants [F:1][C:2]([F:40])([F:39])[C:3]1[CH:8]=[CH:7][C:6]([C@:9]23[CH2:14][C@H:13]2[CH2:12][N:11]([CH2:15][CH2:16][CH2:17][N:18]2[CH:23]=[C:22]([N:24]4[C:32]5[CH2:31][CH2:30][CH2:29][CH2:28][C:27]=5[C:26]([C:33]([F:36])([F:35])[F:34])=[N:25]4)[C:21](=[O:37])[NH:20][C:19]2=[O:38])[CH2:10]3)=[CH:5][CH:4]=1.[ClH:41], predict the reaction product. The product is: [ClH:41].[ClH:41].[F:40][C:2]([F:1])([F:39])[C:3]1[CH:8]=[CH:7][C:6]([C@:9]23[CH2:14][C@H:13]2[CH2:12][N:11]([CH2:15][CH2:16][CH2:17][N:18]2[CH:23]=[C:22]([N:24]4[C:32]5[CH2:31][CH2:30][CH2:29][CH2:28][C:27]=5[C:26]([C:33]([F:36])([F:35])[F:34])=[N:25]4)[C:21](=[O:37])[NH:20][C:19]2=[O:38])[CH2:10]3)=[CH:5][CH:4]=1. (5) Given the reactants [F:1][C:2]1[C:15]2[O:14][C:13]3[C:8](=[CH:9][C:10]([C:16]4[C:17]([F:22])=[N:18][CH:19]=[CH:20][CH:21]=4)=[CH:11][CH:12]=3)[C:7]3([C:26]4=[N:27][CH:28]=[CH:29][N:25]4[C:24]([NH2:30])=[N:23]3)[C:6]=2[CH:5]=[C:4]([O:31]C)[CH:3]=1.B(Br)(Br)Br, predict the reaction product. The product is: [NH2:30][C:24]1[N:25]2[CH:29]=[CH:28][N:27]=[C:26]2[C:7]2([C:6]3[CH:5]=[C:4]([OH:31])[CH:3]=[C:2]([F:1])[C:15]=3[O:14][C:13]3[C:8]2=[CH:9][C:10]([C:16]2[C:17]([F:22])=[N:18][CH:19]=[CH:20][CH:21]=2)=[CH:11][CH:12]=3)[N:23]=1.